Dataset: Peptide-MHC class I binding affinity with 185,985 pairs from IEDB/IMGT. Task: Regression. Given a peptide amino acid sequence and an MHC pseudo amino acid sequence, predict their binding affinity value. This is MHC class I binding data. (1) The peptide sequence is QSPQQSFSY. The MHC is HLA-B08:01 with pseudo-sequence HLA-B08:01. The binding affinity (normalized) is 0. (2) The peptide sequence is DLSRHSWDL. The MHC is HLA-A31:01 with pseudo-sequence HLA-A31:01. The binding affinity (normalized) is 0.0847. (3) The peptide sequence is RPIDWKVCQR. The MHC is Patr-A0401 with pseudo-sequence Patr-A0401. The binding affinity (normalized) is 0.565. (4) The peptide sequence is RLKHIFLIF. The MHC is HLA-A26:01 with pseudo-sequence HLA-A26:01. The binding affinity (normalized) is 0.0847. (5) The peptide sequence is AVRQFRASV. The MHC is HLA-A02:03 with pseudo-sequence HLA-A02:03. The binding affinity (normalized) is 0.551. (6) The peptide sequence is MLVGHMPFM. The MHC is HLA-A02:06 with pseudo-sequence HLA-A02:06. The binding affinity (normalized) is 1.00. (7) The MHC is HLA-B44:02 with pseudo-sequence HLA-B44:02. The binding affinity (normalized) is 0.601. The peptide sequence is VENWLNNNI. (8) The peptide sequence is DDALFIYGY. The MHC is HLA-A02:12 with pseudo-sequence HLA-A02:12. The binding affinity (normalized) is 0.0847. (9) The peptide sequence is VLIEVNPPF. The MHC is HLA-B35:01 with pseudo-sequence HLA-B35:01. The binding affinity (normalized) is 0.661. (10) The peptide sequence is APRELLQYI. The MHC is HLA-A11:01 with pseudo-sequence HLA-A11:01. The binding affinity (normalized) is 0.0847.